From a dataset of Full USPTO retrosynthesis dataset with 1.9M reactions from patents (1976-2016). Predict the reactants needed to synthesize the given product. Given the product [N:1]1[CH:5]=[C:4]([CH:6]=[CH:10][C:11]#[N:12])[NH:3][CH:2]=1, predict the reactants needed to synthesize it. The reactants are: [N:1]1[CH:5]=[C:4]([CH:6]=O)[NH:3][CH:2]=1.C1CCN2[C:11](=[N:12]CCC2)[CH2:10]C1.